Dataset: Forward reaction prediction with 1.9M reactions from USPTO patents (1976-2016). Task: Predict the product of the given reaction. Given the reactants [CH2:1]([O:8][CH2:9][CH2:10][CH2:11][C@@H:12]([CH2:16][C:17]([O:19][C:20]([CH3:23])([CH3:22])[CH3:21])=[O:18])[C:13]([O-:15])=O)[C:2]1[CH:7]=[CH:6][CH:5]=[CH:4][CH:3]=1.Cl.[CH3:25][NH:26][O:27][CH3:28].C1C=CC2N(O)N=NC=2C=1.C(N(C(C)C)CC)(C)C.CCN=C=NCCCN(C)C.Cl, predict the reaction product. The product is: [CH2:1]([O:8][CH2:9][CH2:10][CH2:11][C@H:12]([C:13](=[O:15])[N:26]([O:27][CH3:28])[CH3:25])[CH2:16][C:17]([O:19][C:20]([CH3:23])([CH3:22])[CH3:21])=[O:18])[C:2]1[CH:3]=[CH:4][CH:5]=[CH:6][CH:7]=1.